From a dataset of Forward reaction prediction with 1.9M reactions from USPTO patents (1976-2016). Predict the product of the given reaction. Given the reactants C[O:2][C:3]([C@H:5]1[CH2:10][CH2:9][C@H:8]([C:11]2[N:15]3[CH:16]=[CH:17][N:18]=[C:19]([NH2:20])[C:14]3=[C:13]([C:21]3[CH:26]=[CH:25][C:24]([O:27][C:28]4[CH:33]=[CH:32][CH:31]=[CH:30][CH:29]=4)=[CH:23][CH:22]=3)[N:12]=2)[CH2:7][CH2:6]1)=[O:4].[OH-].[Na+].C(O)=O, predict the reaction product. The product is: [NH2:20][C:19]1[C:14]2[N:15]([C:11]([C@H:8]3[CH2:7][CH2:6][C@H:5]([C:3]([OH:4])=[O:2])[CH2:10][CH2:9]3)=[N:12][C:13]=2[C:21]2[CH:22]=[CH:23][C:24]([O:27][C:28]3[CH:33]=[CH:32][CH:31]=[CH:30][CH:29]=3)=[CH:25][CH:26]=2)[CH:16]=[CH:17][N:18]=1.